This data is from Catalyst prediction with 721,799 reactions and 888 catalyst types from USPTO. The task is: Predict which catalyst facilitates the given reaction. (1) Product: [Br:5][C:6]1[CH:7]=[C:8]([CH:12]2[CH2:13][CH:14]3[N:20]([S:21]([C:24]4[CH:25]=[CH:26][C:27]([C:30]([F:32])([F:33])[F:31])=[CH:28][CH:29]=4)(=[O:23])=[O:22])[CH:18]([CH2:17][C:16](=[O:34])[C:1]3=[CH:2][OH:3])[CH2:19]2)[CH:9]=[CH:10][CH:11]=1. Reactant: [CH3:1][CH2:2][O-:3].[Na+].[Br:5][C:6]1[CH:7]=[C:8]([CH:12]2[CH2:19][CH:18]3[N:20]([S:21]([C:24]4[CH:29]=[CH:28][C:27]([C:30]([F:33])([F:32])[F:31])=[CH:26][CH:25]=4)(=[O:23])=[O:22])[CH:14](C[C:16](=[O:34])[CH2:17]3)[CH2:13]2)[CH:9]=[CH:10][CH:11]=1.C(OCC)=O. The catalyst class is: 598. (2) Reactant: Cl[C:2]1[N:10]=[CH:9][N:8]=[C:7]2[C:3]=1[N:4]=[C:5]([C:11]1[C:16]([Cl:17])=[CH:15][CH:14]=[CH:13][C:12]=1[Cl:18])[NH:6]2.[CH:19]1([C:22]([NH2:24])=[O:23])[CH2:21][CH2:20]1.CC1(C)C2C(=C(P(C3C=CC=CC=3)C3C=CC=CC=3)C=CC=2)OC2C(P(C3C=CC=CC=3)C3C=CC=CC=3)=CC=CC1=2.C([O-])([O-])=O.[Cs+].[Cs+]. Product: [Cl:18][C:12]1[CH:13]=[CH:14][CH:15]=[C:16]([Cl:17])[C:11]=1[C:5]1[NH:4][C:3]2[C:7](=[N:8][CH:9]=[N:10][C:2]=2[NH:24][C:22]([CH:19]2[CH2:21][CH2:20]2)=[O:23])[N:6]=1. The catalyst class is: 102. (3) Reactant: [C:1]([NH:4][C:5]1[NH:9][N:8]=[CH:7][C:6]=1[C:10]([O:12][CH2:13][CH3:14])=[O:11])(=[O:3])[CH3:2].C([O-])(=O)C.[Na+].[Br:20]Br. Product: [C:1]([NH:4][C:5]1[NH:9][N:8]=[C:7]([Br:20])[C:6]=1[C:10]([O:12][CH2:13][CH3:14])=[O:11])(=[O:3])[CH3:2]. The catalyst class is: 40. (4) Reactant: [Br:1][C:2]1[CH:7]=[C:6]([CH:8]([CH3:10])[CH3:9])[C:5]([NH:11][C:12](=[NH:21])[C:13]2[CH:18]=[CH:17][CH:16]=[C:15]([O:19][CH3:20])[CH:14]=2)=[C:4]([CH:22]([CH3:24])[CH3:23])[CH:3]=1.Cl[CH2:26][CH:27]=O.C(=O)(O)[O-].[Na+].CC(O)C. Product: [Br:1][C:2]1[CH:7]=[C:6]([CH:8]([CH3:10])[CH3:9])[C:5]([N:11]2[CH:27]=[CH:26][N:21]=[C:12]2[C:13]2[CH:18]=[CH:17][CH:16]=[C:15]([O:19][CH3:20])[CH:14]=2)=[C:4]([CH:22]([CH3:24])[CH3:23])[CH:3]=1. The catalyst class is: 6. (5) Reactant: [NH:1]1[CH:5]=[C:4]([CH2:6][C:7]2[CH:12]=[CH:11][CH:10]=[CH:9][C:8]=2[C:13]2[CH:18]=[CH:17][C:16]([C:19]#[N:20])=[CH:15][CH:14]=2)[N:3]=[CH:2]1.C([O-])(O)=O.[Na+].C1C=CC(OC(Cl)=[S:34])=CC=1. Product: [S:34]=[C:2]1[NH:3][C:4]([CH2:6][C:7]2[CH:12]=[CH:11][CH:10]=[CH:9][C:8]=2[C:13]2[CH:18]=[CH:17][C:16]([C:19]#[N:20])=[CH:15][CH:14]=2)=[CH:5][NH:1]1. The catalyst class is: 20. (6) Reactant: [F:1][C:2]1[CH:9]=[CH:8][CH:7]=[C:6]([F:10])[C:3]=1[CH:4]=O.[N+:11]([CH2:14][C:15]#[N:16])([O-])=O.[Si]([N:21]=[N+:22]=[N-])(C)(C)C.[F-]. Product: [F:1][C:2]1[CH:9]=[CH:8][CH:7]=[C:6]([F:10])[C:3]=1[C:4]1[N:21]=[N:22][NH:11][C:14]=1[C:15]#[N:16]. The catalyst class is: 1. (7) The catalyst class is: 3. Product: [NH:1]1[CH:5]=[CH:4][N:3]=[C:2]1[C:6]1[CH:7]=[CH:8][C:9]([CH3:30])=[C:10]([NH:12][C:13](=[O:29])[C:14]2[CH:19]=[CH:18][C:17]([O:20][CH2:21][C:22]3[CH:27]=[CH:26][CH:25]=[C:24]([N:32]([CH3:33])[CH3:31])[N:23]=3)=[CH:16][CH:15]=2)[CH:11]=1. Reactant: [NH:1]1[CH:5]=[CH:4][N:3]=[C:2]1[C:6]1[CH:7]=[CH:8][C:9]([CH3:30])=[C:10]([NH:12][C:13](=[O:29])[C:14]2[CH:19]=[CH:18][C:17]([O:20][CH2:21][C:22]3[CH:27]=[CH:26][CH:25]=[C:24](Br)[N:23]=3)=[CH:16][CH:15]=2)[CH:11]=1.[CH3:31][NH:32][CH3:33].